Predict which catalyst facilitates the given reaction. From a dataset of Catalyst prediction with 721,799 reactions and 888 catalyst types from USPTO. Reactant: [N:1]1[CH:6]=[CH:5][CH:4]=[CH:3][C:2]=1[CH:7]1[N:12]2[C:13](=[O:19])[NH:14][C:15]3=[CH:16][CH:17]=[CH:18][C:10](=[C:11]23)[O:9][CH2:8]1.Cl.O. Product: [NH:1]1[CH2:6][CH2:5][CH2:4][CH2:3][CH:2]1[CH:7]1[N:12]2[C:13](=[O:19])[NH:14][C:15]3=[CH:16][CH:17]=[CH:18][C:10](=[C:11]23)[O:9][CH2:8]1. The catalyst class is: 5.